Dataset: Forward reaction prediction with 1.9M reactions from USPTO patents (1976-2016). Task: Predict the product of the given reaction. (1) Given the reactants [CH3:1][O:2][C:3]1[CH:39]=[C:38]([O:40][CH3:41])[CH:37]=[CH:36][C:4]=1[CH2:5][N:6]1[C:11]([C:12]2[CH:13]=[C:14]3[C:18](=[CH:19][CH:20]=2)[N:17]([CH3:21])[C:16]([CH2:22][CH2:23]OS(C)(=O)=O)=[CH:15]3)=[C:10]([CH2:29][CH3:30])[CH:9]=[C:8]([C:31]([O:33][CH3:34])=[O:32])[C:7]1=[O:35].[N-:42]=[N+:43]=[N-:44].[Na+], predict the reaction product. The product is: [N:42]([CH2:23][CH2:22][C:16]1[N:17]([CH3:21])[C:18]2[C:14]([CH:15]=1)=[CH:13][C:12]([C:11]1[N:6]([CH2:5][C:4]3[CH:36]=[CH:37][C:38]([O:40][CH3:41])=[CH:39][C:3]=3[O:2][CH3:1])[C:7](=[O:35])[C:8]([C:31]([O:33][CH3:34])=[O:32])=[CH:9][C:10]=1[CH2:29][CH3:30])=[CH:20][CH:19]=2)=[N+:43]=[N-:44]. (2) Given the reactants [CH:1]1([C:4]2[C:5]([O:18][CH2:19][CH:20]3[CH2:25][CH2:24][CH2:23][C:22]([F:27])([F:26])[CH2:21]3)=[CH:6][C:7]([F:17])=[C:8]([CH:16]=2)[C:9]([O:11]C(C)(C)C)=[O:10])[CH2:3][CH2:2]1, predict the reaction product. The product is: [CH:1]1([C:4]2[C:5]([O:18][CH2:19][CH:20]3[CH2:25][CH2:24][CH2:23][C:22]([F:27])([F:26])[CH2:21]3)=[CH:6][C:7]([F:17])=[C:8]([CH:16]=2)[C:9]([OH:11])=[O:10])[CH2:2][CH2:3]1. (3) The product is: [CH3:1][C:2]1[N:7]2[N:8]=[C:9]([NH:11][C:14]3[CH:19]=[CH:18][C:17]([N:20]4[CH:24]=[C:23]([CH3:25])[N:22]=[CH:21]4)=[C:16]([O:26][CH3:27])[CH:15]=3)[N:10]=[C:6]2[CH:5]=[C:4]([CH3:12])[CH:3]=1. Given the reactants [CH3:1][C:2]1[N:7]2[N:8]=[C:9]([NH2:11])[N:10]=[C:6]2[CH:5]=[C:4]([CH3:12])[CH:3]=1.Br[C:14]1[CH:19]=[CH:18][C:17]([N:20]2[CH:24]=[C:23]([CH3:25])[N:22]=[CH:21]2)=[C:16]([O:26][CH3:27])[CH:15]=1.C(Cl)Cl, predict the reaction product. (4) Given the reactants [Br:1][C:2]1[CH:21]=[CH:20][C:5]([CH2:6][N:7]2[C:15]3[C:10](=[CH:11][C:12]([C:16]([O:18]C)=[O:17])=[CH:13][CH:14]=3)[CH:9]=[CH:8]2)=[CH:4][CH:3]=1.[OH-].[Na+], predict the reaction product. The product is: [Br:1][C:2]1[CH:21]=[CH:20][C:5]([CH2:6][N:7]2[C:15]3[C:10](=[CH:11][C:12]([C:16]([OH:18])=[O:17])=[CH:13][CH:14]=3)[CH:9]=[CH:8]2)=[CH:4][CH:3]=1.